Dataset: NCI-60 drug combinations with 297,098 pairs across 59 cell lines. Task: Regression. Given two drug SMILES strings and cell line genomic features, predict the synergy score measuring deviation from expected non-interaction effect. (1) Drug 1: CS(=O)(=O)CCNCC1=CC=C(O1)C2=CC3=C(C=C2)N=CN=C3NC4=CC(=C(C=C4)OCC5=CC(=CC=C5)F)Cl. Drug 2: C(CN)CNCCSP(=O)(O)O. Cell line: MDA-MB-231. Synergy scores: CSS=3.46, Synergy_ZIP=-0.152, Synergy_Bliss=1.05, Synergy_Loewe=-1.42, Synergy_HSA=-0.440. (2) Drug 1: CC(C1=C(C=CC(=C1Cl)F)Cl)OC2=C(N=CC(=C2)C3=CN(N=C3)C4CCNCC4)N. Drug 2: CS(=O)(=O)C1=CC(=C(C=C1)C(=O)NC2=CC(=C(C=C2)Cl)C3=CC=CC=N3)Cl. Cell line: PC-3. Synergy scores: CSS=12.7, Synergy_ZIP=-2.24, Synergy_Bliss=1.93, Synergy_Loewe=-2.85, Synergy_HSA=0.904. (3) Cell line: SK-OV-3. Drug 1: C1=CN(C(=O)N=C1N)C2C(C(C(O2)CO)O)O.Cl. Synergy scores: CSS=33.1, Synergy_ZIP=-7.45, Synergy_Bliss=-2.13, Synergy_Loewe=0.167, Synergy_HSA=0.635. Drug 2: CCC1(CC2CC(C3=C(CCN(C2)C1)C4=CC=CC=C4N3)(C5=C(C=C6C(=C5)C78CCN9C7C(C=CC9)(C(C(C8N6C=O)(C(=O)OC)O)OC(=O)C)CC)OC)C(=O)OC)O.OS(=O)(=O)O. (4) Drug 1: CC1=C(C=C(C=C1)NC2=NC=CC(=N2)N(C)C3=CC4=NN(C(=C4C=C3)C)C)S(=O)(=O)N.Cl. Drug 2: CC1C(C(CC(O1)OC2CC(CC3=C2C(=C4C(=C3O)C(=O)C5=C(C4=O)C(=CC=C5)OC)O)(C(=O)CO)O)N)O.Cl. Cell line: A549. Synergy scores: CSS=48.1, Synergy_ZIP=-3.31, Synergy_Bliss=-2.50, Synergy_Loewe=1.03, Synergy_HSA=1.87. (5) Drug 1: CCCS(=O)(=O)NC1=C(C(=C(C=C1)F)C(=O)C2=CNC3=C2C=C(C=N3)C4=CC=C(C=C4)Cl)F. Synergy scores: CSS=32.4, Synergy_ZIP=3.97, Synergy_Bliss=13.1, Synergy_Loewe=-12.9, Synergy_HSA=3.05. Drug 2: CC1=C(C(=O)C2=C(C1=O)N3CC4C(C3(C2COC(=O)N)OC)N4)N. Cell line: RPMI-8226. (6) Drug 1: COC1=C(C=C2C(=C1)N=CN=C2NC3=CC(=C(C=C3)F)Cl)OCCCN4CCOCC4. Drug 2: C1=CC(=CC=C1CCC2=CNC3=C2C(=O)NC(=N3)N)C(=O)NC(CCC(=O)O)C(=O)O. Cell line: SNB-75. Synergy scores: CSS=22.6, Synergy_ZIP=-9.71, Synergy_Bliss=-8.10, Synergy_Loewe=-0.614, Synergy_HSA=0.451.